The task is: Predict the reactants needed to synthesize the given product.. This data is from Full USPTO retrosynthesis dataset with 1.9M reactions from patents (1976-2016). (1) The reactants are: [H-].[Na+].[NH:3]1[CH:7]=[C:6]([C:8]([O:10][CH3:11])=[O:9])N=[CH:4]1.[CH3:12][Si:13]([CH2:16][CH2:17][O:18][CH2:19]Cl)([CH3:15])[CH3:14].[CH3:21]N(C=O)C. Given the product [CH3:12][Si:13]([CH3:15])([CH3:14])[CH2:16][CH2:17][O:18][CH2:19][N:3]1[CH:4]=[CH:21][C:6]([C:8]([O:10][CH3:11])=[O:9])=[CH:7]1, predict the reactants needed to synthesize it. (2) Given the product [NH2:12][C@H:2]([C:1]([OH:9])=[O:8])[CH2:4][C:5]([OH:7])=[O:6], predict the reactants needed to synthesize it. The reactants are: [C:1]([O-:9])(=[O:8])[CH:2]([CH2:4][C:5]([O-:7])=[O:6])O.[Na+].[Na+].[NH3:12].C(O)(=O)C(CC(O)=O)O.